This data is from Peptide-MHC class I binding affinity with 185,985 pairs from IEDB/IMGT. The task is: Regression. Given a peptide amino acid sequence and an MHC pseudo amino acid sequence, predict their binding affinity value. This is MHC class I binding data. (1) The peptide sequence is MRVLHLDLK. The MHC is HLA-A31:01 with pseudo-sequence HLA-A31:01. The binding affinity (normalized) is 0.0847. (2) The peptide sequence is DYLRQAGL. The MHC is H-2-Kb with pseudo-sequence H-2-Kb. The binding affinity (normalized) is 0.0385. (3) The peptide sequence is KLTVIVGDV. The MHC is HLA-A02:01 with pseudo-sequence HLA-A02:01. The binding affinity (normalized) is 0.389. (4) The peptide sequence is ISTLPTEQF. The binding affinity (normalized) is 0.494. The MHC is HLA-B57:01 with pseudo-sequence HLA-B57:01. (5) The peptide sequence is SVSDRCPLC. The MHC is H-2-Db with pseudo-sequence H-2-Db. The binding affinity (normalized) is 0.167. (6) The peptide sequence is LLGLWGTAAL. The MHC is HLA-A02:06 with pseudo-sequence HLA-A02:06. The binding affinity (normalized) is 0.341. (7) The peptide sequence is SLNQTVHSL. The MHC is HLA-A24:02 with pseudo-sequence HLA-A24:02. The binding affinity (normalized) is 0. (8) The peptide sequence is ETQTGMHAH. The MHC is HLA-A69:01 with pseudo-sequence HLA-A69:01. The binding affinity (normalized) is 0.0847. (9) The peptide sequence is LNKSDSSWAV. The MHC is HLA-A68:02 with pseudo-sequence HLA-A68:02. The binding affinity (normalized) is 0.162.